This data is from Full USPTO retrosynthesis dataset with 1.9M reactions from patents (1976-2016). The task is: Predict the reactants needed to synthesize the given product. (1) Given the product [CH3:30][C:25]1([CH3:31])[C:26]([CH3:29])([CH3:28])[O:27][B:23]([C:2]2[CH:7]=[CH:6][C:5]([S:8]([N:11]3[CH2:15][CH2:14][CH2:13][C@H:12]3[C:16]([O:18][C:19]([CH3:22])([CH3:21])[CH3:20])=[O:17])(=[O:10])=[O:9])=[CH:4][CH:3]=2)[O:24]1, predict the reactants needed to synthesize it. The reactants are: Br[C:2]1[CH:7]=[CH:6][C:5]([S:8]([N:11]2[CH2:15][CH2:14][CH2:13][C@H:12]2[C:16]([O:18][C:19]([CH3:22])([CH3:21])[CH3:20])=[O:17])(=[O:10])=[O:9])=[CH:4][CH:3]=1.[B:23]1([B:23]2[O:27][C:26]([CH3:29])([CH3:28])[C:25]([CH3:31])([CH3:30])[O:24]2)[O:27][C:26]([CH3:29])([CH3:28])[C:25]([CH3:31])([CH3:30])[O:24]1.C([O-])(=O)C.[K+]. (2) Given the product [NH2:1][C:2]1[C:3]2[C:10]([CH3:11])=[CH:9][N:8]([CH:12]([C:14]3[CH:21]=[C:20]([Cl:22])[C:17]([C:18]#[N:19])=[C:16]([CH:23]4[CH2:24][N:25]([CH:31]([CH3:33])[CH3:30])[CH2:26]4)[C:15]=3[O:27][CH2:28][CH3:29])[CH3:13])[C:4]=2[N:5]=[CH:6][N:7]=1, predict the reactants needed to synthesize it. The reactants are: [NH2:1][C:2]1[C:3]2[C:10]([CH3:11])=[CH:9][N:8]([CH:12]([C:14]3[CH:21]=[C:20]([Cl:22])[C:17]([C:18]#[N:19])=[C:16]([CH:23]4[CH2:26][NH:25][CH2:24]4)[C:15]=3[O:27][CH2:28][CH3:29])[CH3:13])[C:4]=2[N:5]=[CH:6][N:7]=1.[CH3:30][C:31]([CH3:33])=O.